This data is from Catalyst prediction with 721,799 reactions and 888 catalyst types from USPTO. The task is: Predict which catalyst facilitates the given reaction. (1) Reactant: [NH2:1][C:2]1[C:3]([Cl:9])=[N:4][CH:5]=[N:6][C:7]=1Cl.[Cl:10][C:11]1[CH:17]=[CH:16][C:14]([NH2:15])=[CH:13][CH:12]=1.Cl. Product: [Cl:9][C:3]1[N:4]=[CH:5][N:6]=[C:7]([NH:15][C:14]2[CH:16]=[CH:17][C:11]([Cl:10])=[CH:12][CH:13]=2)[C:2]=1[NH2:1]. The catalyst class is: 97. (2) Reactant: [CH3:1][O:2][C:3]1[CH:11]=[CH:10][C:6]([C:7](O)=[O:8])=[CH:5][C:4]=1[N+:12]([O-:14])=[O:13].C(Cl)(=O)C([Cl:18])=O. Product: [CH3:1][O:2][C:3]1[CH:11]=[CH:10][C:6]([C:7]([Cl:18])=[O:8])=[CH:5][C:4]=1[N+:12]([O-:14])=[O:13]. The catalyst class is: 139. (3) Reactant: [NH:1]1[C:9]2[C:4](=[CH:5][CH:6]=[CH:7][CH:8]=2)[CH:3]=[CH:2]1.[H-].[Na+].[Cl:12][C:13]1[CH:18]=[CH:17][C:16]([S:19][S:19][C:16]2[CH:17]=[CH:18][C:13]([Cl:12])=[CH:14][CH:15]=2)=[CH:15][CH:14]=1. Product: [Cl:12][C:13]1[CH:18]=[CH:17][C:16]([S:19][C:3]2[C:4]3[C:9](=[CH:8][CH:7]=[CH:6][CH:5]=3)[NH:1][CH:2]=2)=[CH:15][CH:14]=1. The catalyst class is: 3. (4) Reactant: [CH2:1]([C@@:4]1([CH3:31])[CH2:9][C@H:8]([C:10]2[CH:15]=[CH:14][CH:13]=[C:12]([Cl:16])[CH:11]=2)[C@@H:7]([C:17]2[CH:22]=[CH:21][C:20]([Cl:23])=[CH:19][CH:18]=2)[N:6]([C@@H:24]([CH2:28][CH3:29])[CH2:25][CH:26]=[O:27])[C:5]1=[O:30])[CH:2]=[CH2:3].[CH3:32][Mg]Br. Product: [CH2:1]([C@@:4]1([CH3:31])[CH2:9][C@H:8]([C:10]2[CH:15]=[CH:14][CH:13]=[C:12]([Cl:16])[CH:11]=2)[C@@H:7]([C:17]2[CH:18]=[CH:19][C:20]([Cl:23])=[CH:21][CH:22]=2)[N:6]([C@H:24]([CH2:25][CH:26]([OH:27])[CH3:32])[CH2:28][CH3:29])[C:5]1=[O:30])[CH:2]=[CH2:3]. The catalyst class is: 182. (5) Reactant: CO.[H-].[Na+].Cl[C:6]1[N:10]([CH3:11])[N:9]=[C:8]([C:12]2[CH:17]=[CH:16][C:15]([O:18][CH:19]([CH3:21])[CH3:20])=[C:14]([CH3:22])[CH:13]=2)[C:7]=1[CH:23]=[O:24].[O:25]1CCC[CH2:26]1. Product: [CH:23]([C:7]1[C:8]([C:12]2[CH:17]=[CH:16][C:15]([O:18][CH:19]([CH3:21])[CH3:20])=[C:14]([CH3:22])[CH:13]=2)=[N:9][N:10]([CH3:11])[C:6]=1[O:25][CH3:26])=[O:24]. The catalyst class is: 6. (6) Reactant: [CH:1]1[CH:2]=[CH:3][C:4]([NH:11][C:12]2[C:13]([Cl:19])=[CH:14][CH:15]=[CH:16][C:17]=2[Cl:18])=[C:5]([CH2:7][C:8]([OH:10])=[O:9])[CH:6]=1.O[C:21]1[CH:26]=[CH:25][C:24]([C:27]2[S:31][S:30][C:29](=[S:32])[CH:28]=2)=[CH:23][CH:22]=1.C1(N=C=NC2CCCCC2)CCCCC1. Product: [S:31]1[C:27]([C:24]2[CH:25]=[CH:26][C:21]([O:9][C:8](=[O:10])[CH2:7][C:5]3[CH:6]=[CH:1][CH:2]=[CH:3][C:4]=3[NH:11][C:12]3[C:13]([Cl:19])=[CH:14][CH:15]=[CH:16][C:17]=3[Cl:18])=[CH:22][CH:23]=2)=[CH:28][C:29](=[S:32])[S:30]1. The catalyst class is: 112. (7) Reactant: Br[C:2]1[C:7]([I:8])=[CH:6][N:5]=[C:4]([C:9]2[CH:14]=[CH:13][CH:12]=[CH:11][CH:10]=2)[N:3]=1.[CH:15]1([C:18]2[CH:22]=[C:21]([NH2:23])[NH:20][N:19]=2)[CH2:17][CH2:16]1. Product: [CH:15]1([C:18]2[NH:19][N:20]=[C:21]([NH:23][C:2]3[C:7]([I:8])=[CH:6][N:5]=[C:4]([C:9]4[CH:14]=[CH:13][CH:12]=[CH:11][CH:10]=4)[N:3]=3)[CH:22]=2)[CH2:17][CH2:16]1. The catalyst class is: 114. (8) Reactant: [Cl:1][C:2]1[CH:23]=[C:22]([Cl:24])[CH:21]=[CH:20][C:3]=1[O:4][C:5]1[CH:10]=[CH:9][CH:8]=[CH:7][C:6]=1[NH:11][C:12]([CH:14]1[CH2:19][CH2:18][NH:17][CH2:16][CH2:15]1)=[O:13].N1C=CC=CC=1.[Cl:31][C:32]1[CH:37]=[CH:36][C:35]([Cl:38])=[CH:34][C:33]=1[S:39](Cl)(=[O:41])=[O:40]. Product: [Cl:1][C:2]1[CH:23]=[C:22]([Cl:24])[CH:21]=[CH:20][C:3]=1[O:4][C:5]1[CH:10]=[CH:9][CH:8]=[CH:7][C:6]=1[NH:11][C:12]([CH:14]1[CH2:19][CH2:18][N:17]([S:39]([C:33]2[CH:34]=[C:35]([Cl:38])[CH:36]=[CH:37][C:32]=2[Cl:31])(=[O:41])=[O:40])[CH2:16][CH2:15]1)=[O:13]. The catalyst class is: 2. (9) Reactant: [CH2:1]([O:13][C:14]1[CH:20]=[CH:19][C:17]([NH2:18])=[CH:16][CH:15]=1)[CH2:2][CH2:3][CH2:4][CH2:5][CH2:6][CH2:7][CH2:8][CH2:9][CH2:10][CH2:11][CH3:12].N1C=CC=CC=1.Cl[C:28](=[O:34])[C:29]([O:31][CH2:32][CH3:33])=[O:30].Cl. Product: [CH2:32]([O:31][C:29](=[O:30])[C:28]([NH:18][C:17]1[CH:19]=[CH:20][C:14]([O:13][CH2:1][CH2:2][CH2:3][CH2:4][CH2:5][CH2:6][CH2:7][CH2:8][CH2:9][CH2:10][CH2:11][CH3:12])=[CH:15][CH:16]=1)=[O:34])[CH3:33]. The catalyst class is: 2.